Dataset: Reaction yield outcomes from USPTO patents with 853,638 reactions. Task: Predict the reaction yield, written as a fraction of the theoretical maximum amount of product (1.0 means a 100% yield; for example, 0.34 means a 34% yield). (1) The reactants are [C:1]([C:3]1[CH:4]=[CH:5][C:6]2[O:11][CH2:10][C:9](=[O:12])[N:8]([CH2:13][CH2:14][C@H:15]3[CH2:20][CH2:19][C@H:18]([NH:21]C(=O)OC(C)(C)C)[CH2:17][CH2:16]3)[C:7]=2[CH:29]=1)#[N:2].NC1CCN(CCN2C3C(=CC=C(C#N)C=3)C=CC2=O)CC1. No catalyst specified. The product is [NH2:21][C@H:18]1[CH2:19][CH2:20][C@H:15]([CH2:14][CH2:13][N:8]2[C:7]3[CH:29]=[C:3]([C:1]#[N:2])[CH:4]=[CH:5][C:6]=3[O:11][CH2:10][C:9]2=[O:12])[CH2:16][CH2:17]1. The yield is 1.00. (2) The reactants are [Cl:1][C:2]1[CH:43]=[CH:42][C:5]([CH2:6][N:7]2[C:12](SCC)=[N:11][C:10](=[O:16])[N:9]([CH2:17][C:18]3([CH2:22][O:23][Si:24]([C:37]([CH3:40])([CH3:39])[CH3:38])([C:31]4[CH:36]=[CH:35][CH:34]=[CH:33][CH:32]=4)[C:25]4[CH:30]=[CH:29][CH:28]=[CH:27][CH:26]=4)[CH2:21][O:20][CH2:19]3)[C:8]2=[O:41])=[CH:4][CH:3]=1.[Cl:44][C:45]1[CH:46]=[C:47]([CH:49]=[CH:50][C:51]=1[O:52][CH:53]([CH3:55])[CH3:54])[NH2:48].C(O)(=O)C.C(=O)(O)[O-].[Na+]. The catalyst is C(O)(C)(C)C. The product is [Cl:1][C:2]1[CH:43]=[CH:42][C:5]([CH2:6][N:7]2[C:12](=[N:48][C:47]3[CH:49]=[CH:50][C:51]([O:52][CH:53]([CH3:54])[CH3:55])=[C:45]([Cl:44])[CH:46]=3)[NH:11][C:10](=[O:16])[N:9]([CH2:17][C:18]3([CH2:22][O:23][Si:24]([C:37]([CH3:39])([CH3:40])[CH3:38])([C:25]4[CH:26]=[CH:27][CH:28]=[CH:29][CH:30]=4)[C:31]4[CH:32]=[CH:33][CH:34]=[CH:35][CH:36]=4)[CH2:21][O:20][CH2:19]3)[C:8]2=[O:41])=[CH:4][CH:3]=1. The yield is 0.760. (3) The reactants are [CH:1]#[C:2][CH2:3][CH2:4][CH2:5][CH2:6][CH3:7].CC(C[AlH]CC(C)C)C.Cl[Si:18]1([CH3:22])[CH2:21][CH2:20][CH2:19]1.O. The catalyst is CCCCCC. The product is [CH3:22][Si:18]1([C:1]#[C:2][CH2:3][CH2:4][CH2:5][CH2:6][CH3:7])[CH2:21][CH2:20][CH2:19]1. The yield is 0.0800. (4) The reactants are [CH3:1][P:2]([C:5]1[CH:10]=[CH:9][C:8](B2OC(C)(C)C(C)(C)O2)=[CH:7][CH:6]=1)([CH3:4])=[O:3].I[C:21]1[NH:39][C:24]2=[N:25][CH:26]=[C:27]([NH:29][C:30]([C:32]3[NH:36][N:35]=[C:34]([CH3:37])[C:33]=3[CH3:38])=[O:31])[CH:28]=[C:23]2[CH:22]=1.C(=O)([O-])[O-].[K+].[K+]. The catalyst is O1CCOCC1. The product is [CH3:4][P:2]([C:5]1[CH:6]=[CH:7][C:8]([C:21]2[NH:39][C:24]3=[N:25][CH:26]=[C:27]([NH:29][C:30]([C:32]4[NH:36][N:35]=[C:34]([CH3:37])[C:33]=4[CH3:38])=[O:31])[CH:28]=[C:23]3[CH:22]=2)=[CH:9][CH:10]=1)([CH3:1])=[O:3]. The yield is 0.378. (5) The reactants are [N:1]([CH:4]([C:11]1[O:12][C:13]([CH3:16])=[CH:14][CH:15]=1)[CH:5]1[CH2:10][CH2:9][O:8][CH2:7][CH2:6]1)=[N+]=[N-].[H][H]. The yield is 0.990. The product is [CH3:16][C:13]1[O:12][C:11]([CH:4]([NH2:1])[CH:5]2[CH2:10][CH2:9][O:8][CH2:7][CH2:6]2)=[CH:15][CH:14]=1. The catalyst is C(O)C.[Pd]. (6) The yield is 0.430. The reactants are [F:1][C:2]1[C:7]([NH:8][C:9]([NH:11][C:12]2[CH:17]=[CH:16][CH:15]=[CH:14][CH:13]=2)=[O:10])=[CH:6][C:5]([C:18]2[C:19](=[O:38])[N:20]([CH:35]([CH3:37])[CH3:36])[C:21]3[C:26]([CH:27]=2)=[CH:25][N:24]=[C:23]([NH:28][C:29](=O)[O:30]C(C)=C)[CH:22]=3)=[C:4]([CH3:39])[CH:3]=1.Cl.[NH:41]1[CH2:44][CH2:43][CH2:42]1.CN1CCCC1. The catalyst is O1CCOCC1. The product is [F:1][C:2]1[C:7]([NH:8][C:9]([NH:11][C:12]2[CH:13]=[CH:14][CH:15]=[CH:16][CH:17]=2)=[O:10])=[CH:6][C:5]([C:18]2[C:19](=[O:38])[N:20]([CH:35]([CH3:36])[CH3:37])[C:21]3[C:26]([CH:27]=2)=[CH:25][N:24]=[C:23]([NH:28][C:29]([N:41]2[CH2:44][CH2:43][CH2:42]2)=[O:30])[CH:22]=3)=[C:4]([CH3:39])[CH:3]=1.